Task: Regression. Given a peptide amino acid sequence and an MHC pseudo amino acid sequence, predict their binding affinity value. This is MHC class I binding data.. Dataset: Peptide-MHC class I binding affinity with 185,985 pairs from IEDB/IMGT (1) The peptide sequence is IRQAGVQYS. The MHC is HLA-B07:02 with pseudo-sequence HLA-B07:02. The binding affinity (normalized) is 0. (2) The peptide sequence is TLKNSHQDLW. The MHC is Mamu-B17 with pseudo-sequence Mamu-B17. The binding affinity (normalized) is 0.350. (3) The binding affinity (normalized) is 0.633. The MHC is HLA-B15:01 with pseudo-sequence HLA-B15:01. The peptide sequence is ETIEDYLGY. (4) The peptide sequence is LTDGEERVIL. The MHC is HLA-A01:01 with pseudo-sequence HLA-A01:01. The binding affinity (normalized) is 0.0692. (5) The binding affinity (normalized) is 0.646. The peptide sequence is KYYTSYTLK. The MHC is HLA-A03:01 with pseudo-sequence HLA-A03:01. (6) The peptide sequence is LLHQSSDKFV. The MHC is HLA-A68:02 with pseudo-sequence HLA-A68:02. The binding affinity (normalized) is 0.261. (7) The peptide sequence is HIMPNSFRV. The MHC is HLA-A03:01 with pseudo-sequence HLA-A03:01. The binding affinity (normalized) is 0.0847. (8) The peptide sequence is AKGVFLSL. The MHC is H-2-Db with pseudo-sequence H-2-Db. The binding affinity (normalized) is 0.